This data is from Reaction yield outcomes from USPTO patents with 853,638 reactions. The task is: Predict the reaction yield, written as a fraction of the theoretical maximum amount of product (1.0 means a 100% yield; for example, 0.34 means a 34% yield). (1) The reactants are [CH3:1][O:2][C:3]1[CH:4]=[C:5]([CH2:11][CH2:12][NH:13][C:14]2[N:19]=[C:18]([O:20][CH3:21])[N:17]=[C:16]([C:22]3[CH:23]=[C:24]([CH:28]=[CH:29][CH:30]=3)[C:25]([OH:27])=O)[CH:15]=2)[CH:6]=[CH:7][C:8]=1[O:9][CH3:10].OC1C2N=NNC=2C=CC=1.Cl.CN(C)CCCN=C=NCC.[NH2:53][CH2:54][CH2:55][N:56]1[CH2:60][CH2:59][CH2:58][CH2:57]1.C(N(CC)C(C)C)(C)C. The catalyst is C(Cl)Cl.O. The product is [CH3:1][O:2][C:3]1[CH:4]=[C:5]([CH2:11][CH2:12][NH:13][C:14]2[N:19]=[C:18]([O:20][CH3:21])[N:17]=[C:16]([C:22]3[CH:23]=[C:24]([CH:28]=[CH:29][CH:30]=3)[C:25]([NH:53][CH2:54][CH2:55][N:56]3[CH2:60][CH2:59][CH2:58][CH2:57]3)=[O:27])[CH:15]=2)[CH:6]=[CH:7][C:8]=1[O:9][CH3:10]. The yield is 0.240. (2) The yield is 0.200. The product is [C:5]([C:4]1[CH:7]=[CH:8][C:9]([N:10]2[C:13](=[O:39])[C:15]3([CH2:18][CH2:17][CH2:16]3)[N:19]([C:20]3[CH:29]=[CH:28][C:23]([C:24]([NH:26][CH3:27])=[O:25])=[C:22]([F:30])[CH:21]=3)[C:11]2=[S:12])=[CH:2][C:3]=1[O:33][CH3:31])#[N:6]. No catalyst specified. The reactants are Cl[C:2]1[CH:3]=[C:4]([CH:7]=[CH:8][C:9]=1[N:10]=[C:11]=[S:12])[C:5]#[N:6].[C:13]([C:15]1([NH:19][C:20]2[CH:29]=[CH:28][C:23]([C:24]([NH:26][CH3:27])=[O:25])=[C:22]([F:30])[CH:21]=2)[CH2:18][CH2:17][CH2:16]1)#N.[CH2:31]([OH:33])C.Cl.CN(C=[O:39])C. (3) The reactants are [C:1]1([C:21]2[CH:26]=[CH:25][CH:24]=[CH:23][CH:22]=2)[CH:6]=[CH:5][C:4]([C:7]([NH:9][NH:10][C:11]([NH:13][C:14]2[CH:19]=[CH:18][CH:17]=[CH:16][C:15]=2[F:20])=[S:12])=O)=[CH:3][CH:2]=1.Cl. The catalyst is [OH-].[Na+]. The product is [C:1]1([C:21]2[CH:26]=[CH:25][CH:24]=[CH:23][CH:22]=2)[CH:6]=[CH:5][C:4]([C:7]2[N:13]([C:14]3[CH:19]=[CH:18][CH:17]=[CH:16][C:15]=3[F:20])[C:11]([SH:12])=[N:10][N:9]=2)=[CH:3][CH:2]=1. The yield is 0.970.